From a dataset of Reaction yield outcomes from USPTO patents with 853,638 reactions. Predict the reaction yield, written as a fraction of the theoretical maximum amount of product (1.0 means a 100% yield; for example, 0.34 means a 34% yield). The reactants are [N:1]1([CH2:6][CH2:7][CH2:8][N:9]2[CH2:14][CH2:13][CH:12]([CH2:15][NH:16][C:17](=[O:28])[C:18]3[CH:23]=[C:22]([Cl:24])[C:21]([NH2:25])=[CH:20][C:19]=3[O:26][CH3:27])[CH2:11][CH2:10]2)[CH:5]=[CH:4][N:3]=[N:2]1. The catalyst is C(O)C.CC(CC)=O. The product is [ClH:24].[N:1]1([CH2:6][CH2:7][CH2:8][N:9]2[CH2:10][CH2:11][CH:12]([CH2:15][NH:16][C:17](=[O:28])[C:18]3[CH:23]=[C:22]([Cl:24])[C:21]([NH2:25])=[CH:20][C:19]=3[O:26][CH3:27])[CH2:13][CH2:14]2)[CH:5]=[CH:4][N:3]=[N:2]1. The yield is 0.910.